This data is from Reaction yield outcomes from USPTO patents with 853,638 reactions. The task is: Predict the reaction yield, written as a fraction of the theoretical maximum amount of product (1.0 means a 100% yield; for example, 0.34 means a 34% yield). (1) The reactants are Cl[S:2]([N:5]=[C:6]=[O:7])(=[O:4])=[O:3].[C:8]([OH:12])([CH3:11])([CH3:10])[CH3:9].[F:13][C:14]1[CH:19]=[C:18]([N+:20]([O-:22])=[O:21])[CH:17]=[CH:16][C:15]=1[CH2:23][NH2:24].C(N(CC)CC)C. The catalyst is ClCCl. The product is [F:13][C:14]1[CH:19]=[C:18]([N+:20]([O-:22])=[O:21])[CH:17]=[CH:16][C:15]=1[CH2:23][NH:24][S:2]([NH:5][C:6](=[O:7])[O:12][C:8]([CH3:11])([CH3:10])[CH3:9])(=[O:4])=[O:3]. The yield is 0.340. (2) The reactants are C(=O)([O-])[O-].[K+].[K+].Br[CH:8]([OH:10])[CH3:9].[CH:11]([O:14][C:15]([N:17]1[C:30]2[C:22](=[CH:23][C:24]3[CH2:25][CH2:26][CH2:27][C:28]=3[CH:29]=2)[C@@H:21]([N:31]([CH2:37][C:38]2[CH:43]=[C:42]([C:44]([F:47])([F:46])[F:45])[CH:41]=[C:40]([C:48]([F:51])([F:50])[F:49])[CH:39]=2)[C:32]2[N:33]=[N:34][NH:35][N:36]=2)[CH2:20][CH2:19][CH2:18]1)=[O:16])([CH3:13])[CH3:12].Cl. The catalyst is CN(C)C=O. The product is [CH:11]([O:14][C:15]([N:17]1[C:30]2[C:22](=[CH:23][C:24]3[CH2:25][CH2:26][CH2:27][C:28]=3[CH:29]=2)[C@@H:21]([N:31]([CH2:37][C:38]2[CH:39]=[C:40]([C:48]([F:49])([F:50])[F:51])[CH:41]=[C:42]([C:44]([F:45])([F:46])[F:47])[CH:43]=2)[C:32]2[N:33]=[N:34][N:35]([CH2:9][CH2:8][OH:10])[N:36]=2)[CH2:20][CH2:19][CH2:18]1)=[O:16])([CH3:13])[CH3:12]. The yield is 0.490. (3) The reactants are [Br:1][C:2]1[CH:10]=[CH:9][C:5]([C:6](O)=[O:7])=[CH:4][C:3]=1[N+:11]([O-:13])=[O:12].B.CSC. The catalyst is C1COCC1. The product is [Br:1][C:2]1[CH:10]=[CH:9][C:5]([CH2:6][OH:7])=[CH:4][C:3]=1[N+:11]([O-:13])=[O:12]. The yield is 0.980. (4) The reactants are Cl[CH2:2][C:3]1[CH:4]=[C:5]([CH:19]=[CH:20][CH:21]=1)[O:6][CH2:7][C:8]1[N:9]=[C:10]([C:14]2[O:15][CH:16]=[CH:17][CH:18]=2)[O:11][C:12]=1[CH3:13].[CH2:22]([N:29]1[CH:33]=[C:32]([C:34]([O:36][CH2:37][CH3:38])=[O:35])[C:31]([OH:39])=[N:30]1)[C:23]1[CH:28]=[CH:27][CH:26]=[CH:25][CH:24]=1.C(=O)([O-])[O-].[K+].[K+].CN(C)C=O. The catalyst is O. The product is [CH2:22]([N:29]1[CH:33]=[C:32]([C:34]([O:36][CH2:37][CH3:38])=[O:35])[C:31]([O:39][CH2:2][C:3]2[CH:21]=[CH:20][CH:19]=[C:5]([O:6][CH2:7][C:8]3[N:9]=[C:10]([C:14]4[O:15][CH:16]=[CH:17][CH:18]=4)[O:11][C:12]=3[CH3:13])[CH:4]=2)=[N:30]1)[C:23]1[CH:24]=[CH:25][CH:26]=[CH:27][CH:28]=1. The yield is 0.790. (5) The reactants are [Cl:1][C:2]1[CH:7]=[CH:6][C:5]([C:8](=O)[CH:9]([C:25]2[CH:30]=[CH:29][N:28]=[CH:27][CH:26]=2)[CH2:10][C:11]([C:13]2[CH:18]=[CH:17][C:16]([O:19][CH2:20][CH2:21][N:22]([CH3:24])[CH3:23])=[CH:15][CH:14]=2)=[O:12])=[CH:4][C:3]=1[O:32][CH3:33].O=P12OP3(OP(OP(O3)(O1)=O)(=O)O2)=O.C(=O)([O-])O.[Na+]. The catalyst is CS(O)(=O)=O. The product is [Cl:1][C:2]1[CH:7]=[CH:6][C:5]([C:8]2[O:12][C:11]([C:13]3[CH:18]=[CH:17][C:16]([O:19][CH2:20][CH2:21][N:22]([CH3:23])[CH3:24])=[CH:15][CH:14]=3)=[CH:10][C:9]=2[C:25]2[CH:30]=[CH:29][N:28]=[CH:27][CH:26]=2)=[CH:4][C:3]=1[O:32][CH3:33]. The yield is 0.930. (6) The reactants are [CH:1]([C:4]1[CH:9]=[CH:8][C:7]([C:10](=O)[CH2:11][O:12][C:13]2[CH:21]=[C:20]([CH3:22])[CH:19]=[C:18]3[C:14]=2[CH2:15][CH2:16][CH2:17]3)=[CH:6][CH:5]=1)([CH3:3])[CH3:2]. The catalyst is CO. The product is [CH:1]([C:4]1[CH:9]=[CH:8][C:7]([C:10]2[C:21]3[C:20]([CH3:22])=[CH:19][C:18]4[CH2:17][CH2:16][CH2:15][C:14]=4[C:13]=3[O:12][CH:11]=2)=[CH:6][CH:5]=1)([CH3:3])[CH3:2]. The yield is 0.770.